This data is from Forward reaction prediction with 1.9M reactions from USPTO patents (1976-2016). The task is: Predict the product of the given reaction. The product is: [Br:8][C:4]1[C:3]2[C:19](=[CH:18][CH:17]=[CH:16][CH:2]=2)[NH:23][N:22]=1. Given the reactants F[C:2]1[CH:3]=[C:4]([Br:8])C=CC=1.C(NC(C)C)(C)C.[CH2:16]([Li])[CH2:17][CH2:18][CH3:19].O.[NH2:22][NH2:23], predict the reaction product.